This data is from Reaction yield outcomes from USPTO patents with 853,638 reactions. The task is: Predict the reaction yield, written as a fraction of the theoretical maximum amount of product (1.0 means a 100% yield; for example, 0.34 means a 34% yield). The reactants are [CH:1]([C:4]1[CH:9]=[CH:8][CH:7]=[CH:6][C:5]=1[OH:10])([CH3:3])[CH3:2].[N+:11]([O-])([OH:13])=[O:12].O. The catalyst is C(O)(=O)C. The product is [CH:1]([C:4]1[CH:9]=[C:8]([N+:11]([O-:13])=[O:12])[CH:7]=[CH:6][C:5]=1[OH:10])([CH3:3])[CH3:2]. The yield is 0.490.